From a dataset of Reaction yield outcomes from USPTO patents with 853,638 reactions. Predict the reaction yield, written as a fraction of the theoretical maximum amount of product (1.0 means a 100% yield; for example, 0.34 means a 34% yield). (1) The reactants are O=[C:2]1[N:7](C(OC(C)(C)C)=O)[N:6]=[CH:5][C:4]([N:15]2[CH2:20][CH2:19][CH:18]([C:21]3[CH:26]=[CH:25][CH:24]=[CH:23][CH:22]=3)[CH2:17][CH2:16]2)=[C:3]1[C:27]([F:30])([F:29])[F:28].P(Cl)(Cl)([Cl:33])=O. No catalyst specified. The product is [Cl:33][C:2]1[N:7]=[N:6][CH:5]=[C:4]([N:15]2[CH2:20][CH2:19][CH:18]([C:21]3[CH:26]=[CH:25][CH:24]=[CH:23][CH:22]=3)[CH2:17][CH2:16]2)[C:3]=1[C:27]([F:30])([F:29])[F:28]. The yield is 1.00. (2) The reactants are [CH3:1][C:2]1[N:6]2[C:7]3[CH:13]=[CH:12][N:11]([Si:14]([CH:21]([CH3:23])[CH3:22])([CH:18]([CH3:20])[CH3:19])[CH:15]([CH3:17])[CH3:16])[C:8]=3[N:9]=[CH:10][C:5]2=[C:4]([C:24]2[CH:29]=[CH:28][C:27]([C:30]([OH:33])([CH3:32])[CH3:31])=[CH:26][CH:25]=2)[N:3]=1.C1C(=O)N([Br:41])C(=O)C1. The catalyst is C(Cl)Cl. The product is [Br:41][C:13]1[C:7]2[N:6]3[C:2]([CH3:1])=[N:3][C:4]([C:24]4[CH:25]=[CH:26][C:27]([C:30]([OH:33])([CH3:31])[CH3:32])=[CH:28][CH:29]=4)=[C:5]3[CH:10]=[N:9][C:8]=2[N:11]([Si:14]([CH:21]([CH3:23])[CH3:22])([CH:18]([CH3:20])[CH3:19])[CH:15]([CH3:16])[CH3:17])[CH:12]=1. The yield is 0.290.